This data is from Catalyst prediction with 721,799 reactions and 888 catalyst types from USPTO. The task is: Predict which catalyst facilitates the given reaction. Reactant: [CH2:1]([S:8][CH2:9][C@H:10]([NH:15][C:16](=[O:38])[CH2:17][N:18]1[CH:22]=[C:21]([CH2:23][O:24][C:25]2[CH:37]=[CH:36][C:28]3[N:29]=[C:30]([S:32](=[O:35])(=[O:34])[NH2:33])[S:31][C:27]=3[CH:26]=2)[N:20]=[N:19]1)[C:11]([O:13]C)=[O:12])[C:2]1[CH:7]=[CH:6][CH:5]=[CH:4][CH:3]=1.[Li+].[OH-]. Product: [CH2:1]([S:8][CH2:9][C@H:10]([NH:15][C:16](=[O:38])[CH2:17][N:18]1[CH:22]=[C:21]([CH2:23][O:24][C:25]2[CH:37]=[CH:36][C:28]3[N:29]=[C:30]([S:32](=[O:34])(=[O:35])[NH2:33])[S:31][C:27]=3[CH:26]=2)[N:20]=[N:19]1)[C:11]([OH:13])=[O:12])[C:2]1[CH:3]=[CH:4][CH:5]=[CH:6][CH:7]=1. The catalyst class is: 20.